The task is: Binary Classification. Given a T-cell receptor sequence (or CDR3 region) and an epitope sequence, predict whether binding occurs between them.. This data is from TCR-epitope binding with 47,182 pairs between 192 epitopes and 23,139 TCRs. (1) The epitope is RLRPGGKKR. The TCR CDR3 sequence is CASSLELAGGRGNEQFF. Result: 0 (the TCR does not bind to the epitope). (2) The epitope is FPPTSFGPL. The TCR CDR3 sequence is CASSQDWSRGFSSYEQYF. Result: 1 (the TCR binds to the epitope).